The task is: Predict the reaction yield, written as a fraction of the theoretical maximum amount of product (1.0 means a 100% yield; for example, 0.34 means a 34% yield).. This data is from Reaction yield outcomes from USPTO patents with 853,638 reactions. (1) The reactants are [CH3:1][N:2]([C:6]1[CH:25]=[CH:24][C:9]2[N:10]([CH2:17][CH:18]3[CH2:23][CH2:22][O:21][CH2:20][CH2:19]3)[C:11]([C:13]([F:16])([F:15])[F:14])=[N:12][C:8]=2[CH:7]=1)C(=O)C. The catalyst is CCO. The product is [CH3:1][NH:2][C:6]1[CH:25]=[CH:24][C:9]2[N:10]([CH2:17][CH:18]3[CH2:23][CH2:22][O:21][CH2:20][CH2:19]3)[C:11]([C:13]([F:14])([F:15])[F:16])=[N:12][C:8]=2[CH:7]=1. The yield is 1.00. (2) The reactants are [O:1]=[C:2]1[NH:10]/[C:9](=[N:11]\[N:12]=[CH:13]/[CH2:14][CH2:15][NH:16][C:17](=[O:26])[O:18][CH2:19][C:20]2[CH:25]=[CH:24][CH:23]=[CH:22][CH:21]=2)/[N:8]([CH2:27][CH2:28][CH2:29][CH2:30][CH3:31])[C:7]2[N:6]=[CH:5][NH:4][C:3]1=2. The catalyst is C(O)(=O)C. The product is [CH2:19]([O:18][C:17](=[O:26])[NH:16][CH2:15][CH2:14][C:13]1[N:10]2[C:2](=[O:1])[C:3]3[NH:4][CH:5]=[N:6][C:7]=3[N:8]([CH2:27][CH2:28][CH2:29][CH2:30][CH3:31])[C:9]2=[N:11][N:12]=1)[C:20]1[CH:25]=[CH:24][CH:23]=[CH:22][CH:21]=1. The yield is 0.540. (3) The catalyst is C(O)C. The product is [C:1]([C:3]([CH3:29])([CH3:28])[CH2:4][NH:5][C:6]([C:8]1[C:12]([NH:13][C:14]([C:16]2[CH:21]=[CH:20][CH:19]=[CH:18][N:17]=2)=[O:15])=[CH:11][NH:10][N:9]=1)=[O:7])#[N:2]. The yield is 0.620. The reactants are [C:1]([C:3]([CH3:29])([CH3:28])[CH2:4][NH:5][C:6]([C:8]1[C:12]([NH:13][C:14]([C:16]2[CH:21]=[CH:20][CH:19]=[CH:18][N:17]=2)=[O:15])=[CH:11][N:10](C2CCCCO2)[N:9]=1)=[O:7])#[N:2].O.C1(C)C=CC(S(O)(=O)=O)=CC=1.C(=O)([O-])O.[Na+]. (4) The reactants are [N+:1]([C:4]1[CH:8]=[C:7]([C:9](O)=[O:10])[NH:6][N:5]=1)([O-:3])=[O:2].B.C1COCC1.Cl. No catalyst specified. The product is [N+:1]([C:4]1[CH:8]=[C:7]([CH2:9][OH:10])[NH:6][N:5]=1)([O-:3])=[O:2]. The yield is 0.790. (5) The reactants are [OH-].[Na+].C[O:4][C:5]([C:7]1([C:11]2[CH:16]=[CH:15][C:14]([NH:17][C:18]3[C:23]4[CH2:24][CH2:25][CH2:26][C:22]=4[N:21]=[C:20]([N:27]4[CH2:32][CH2:31][O:30][CH2:29][CH2:28]4)[N:19]=3)=[CH:13][CH:12]=2)[CH2:10][CH2:9][CH2:8]1)=[O:6]. The catalyst is O.CO. The product is [N:27]1([C:20]2[N:19]=[C:18]([NH:17][C:14]3[CH:13]=[CH:12][C:11]([C:7]4([C:5]([OH:6])=[O:4])[CH2:10][CH2:9][CH2:8]4)=[CH:16][CH:15]=3)[C:23]3[CH2:24][CH2:25][CH2:26][C:22]=3[N:21]=2)[CH2:28][CH2:29][O:30][CH2:31][CH2:32]1. The yield is 0.932. (6) The reactants are [Br:1][C:2]1[CH:3]=[C:4]([OH:14])[C:5]([CH:12]=O)=[C:6]([CH:11]=1)[C:7]([O:9][CH3:10])=[O:8].[C:15]([CH:20]=P(C1C=CC=CC=1)(C1C=CC=CC=1)C1C=CC=CC=1)(OCC)=[O:16]. No catalyst specified. The product is [Br:1][C:2]1[CH:11]=[C:6]([C:7]([O:9][CH3:10])=[O:8])[C:5]2[CH:12]=[CH:20][C:15](=[O:16])[O:14][C:4]=2[CH:3]=1. The yield is 0.890. (7) The yield is 0.530. The catalyst is C1COCC1. The product is [CH2:1]([O:8][C:9]1[CH:14]=[CH:13][C:12]([C:15]2[CH:19]=[C:18]([NH:20][C:21]([NH:53][CH:48]3[CH2:52][CH2:51][CH2:50][CH2:49]3)=[N:23][C:24](=[O:35])[C:25]3[CH:30]=[CH:29][C:28]([C:31]([F:34])([F:33])[F:32])=[CH:27][CH:26]=3)[NH:17][N:16]=2)=[C:11]([F:36])[CH:10]=1)[C:2]1[CH:7]=[CH:6][CH:5]=[CH:4][CH:3]=1. The reactants are [CH2:1]([O:8][C:9]1[CH:14]=[CH:13][C:12]([C:15]2[CH:19]=[C:18]([NH:20][C:21]([NH:23][C:24](=[O:35])[C:25]3[CH:30]=[CH:29][C:28]([C:31]([F:34])([F:33])[F:32])=[CH:27][CH:26]=3)=S)[NH:17][N:16]=2)=[C:11]([F:36])[CH:10]=1)[C:2]1[CH:7]=[CH:6][CH:5]=[CH:4][CH:3]=1.CCN=C=NCCCN(C)C.[CH:48]1([NH2:53])[CH2:52][CH2:51][CH2:50][CH2:49]1. (8) The catalyst is O=P(Cl)(Cl)Cl. The yield is 0.500. The product is [C:1]([C:4]1[CH:13]=[C:12]([Cl:17])[C:11]2[C:6](=[CH:7][C:8]([CH3:15])=[CH:9][CH:10]=2)[N:5]=1)([OH:3])=[O:2]. The reactants are [C:1]([C:4]1[CH:13]=[C:12](O)[C:11]2[C:6](=[CH:7][C:8]([CH3:15])=[CH:9][CH:10]=2)[N:5]=1)([OH:3])=[O:2].P(Cl)(Cl)(Cl)(Cl)[Cl:17].[OH-].[Na+].[OH-].[K+]. (9) The reactants are [O:1]=[C:2]1[CH2:7][CH2:6][CH:5]([C:8]([O:10][CH2:11][CH3:12])=O)[CH2:4][CH2:3]1.[CH2:13]([OH:16])[CH2:14][OH:15].O.C1(C)C=CC(S(O)(=O)=O)=CC=1. The catalyst is C1(C)C=CC=CC=1.CCOCC. The product is [CH2:13]1[O:16][C:8]([CH:5]2[CH2:4][CH2:3][C:2](=[O:1])[CH2:7][CH2:6]2)([O:10][CH2:11][CH3:12])[O:15][CH2:14]1. The yield is 0.960.